Dataset: Catalyst prediction with 721,799 reactions and 888 catalyst types from USPTO. Task: Predict which catalyst facilitates the given reaction. (1) Reactant: C(OC(=O)C)(=O)C.[Br:8][C:9]1[C:15]([CH3:16])=[CH:14][C:12]([NH2:13])=[C:11]([CH3:17])[CH:10]=1.C([O-])(=O)C.[K+].C1OCCOCCOCCOCCOCCOC1.[N:41](OC(C)(C)C)=O.Cl. Product: [Br:8][C:9]1[CH:10]=[C:11]2[C:12](=[CH:14][C:15]=1[CH3:16])[NH:13][N:41]=[CH:17]2. The catalyst class is: 22. (2) Reactant: [O:1]1[CH:6]=[C:5]([C:7]([OH:9])=[O:8])[CH2:4][CH2:3][CH2:2]1. Product: [O:1]1[CH2:2][CH2:3][CH2:4][CH:5]([C:7]([OH:9])=[O:8])[CH2:6]1. The catalyst class is: 14. (3) Reactant: [Br:1][C:2]1[CH:3]=[C:4]([CH:17]=[C:18]([Cl:20])[CH:19]=1)[O:5][C:6]1[C:7](Cl)=[N:8][CH:9]=[CH:10][C:11]=1[C:12]([F:15])([F:14])[F:13].[OH-:21].[K+]. Product: [Br:1][C:2]1[CH:3]=[C:4]([CH:17]=[C:18]([Cl:20])[CH:19]=1)[O:5][C:6]1[C:7]([OH:21])=[N:8][CH:9]=[CH:10][C:11]=1[C:12]([F:15])([F:14])[F:13]. The catalyst class is: 218. (4) Reactant: [N:1]([CH2:4][CH2:5][OH:6])=[N+:2]=[N-:3].[S:7](Cl)([C:10]1[CH:16]=[CH:15][C:13]([CH3:14])=[CH:12][CH:11]=1)(=[O:9])=[O:8]. Product: [N:1]([CH2:4][CH2:5][O:6][S:7]([C:10]1[CH:16]=[CH:15][C:13]([CH3:14])=[CH:12][CH:11]=1)(=[O:9])=[O:8])=[N+:2]=[N-:3]. The catalyst class is: 2. (5) Reactant: Cl[C:2]1[CH:7]=[CH:6][C:5]([N+:8]([O-:10])=[O:9])=[CH:4][C:3]=1[O:11][CH3:12].[CH3:13][C:14]1[N:15]=[CH:16][NH:17][CH:18]=1.[OH-].[K+]. Product: [CH3:12][O:11][C:3]1[CH:4]=[C:5]([N+:8]([O-:10])=[O:9])[CH:6]=[CH:7][C:2]=1[N:17]1[CH:18]=[C:14]([CH3:13])[N:15]=[CH:16]1. The catalyst class is: 16. (6) Reactant: [OH:1][N:2]1[C:8](=[O:9])[N:7]2[CH2:10][C@H:3]1[CH2:4][CH2:5][C@H:6]2[C:11]([O:13][CH2:14][CH:15]1[CH2:20][CH2:19][N:18]([C:21]([O:23][C:24]([CH3:27])([CH3:26])[CH3:25])=[O:22])[CH2:17][CH2:16]1)=[O:12].[S:28](=[O:31])(=[O:30])=[O:29].N1C=CC=CC=1. Product: [O:9]=[C:8]1[N:7]2[CH2:10][C@@H:3]([CH2:4][CH2:5][C@H:6]2[C:11]([O:13][CH2:14][CH:15]2[CH2:20][CH2:19][N:18]([C:21]([O:23][C:24]([CH3:27])([CH3:26])[CH3:25])=[O:22])[CH2:17][CH2:16]2)=[O:12])[N:2]1[O:1][S:28]([OH:31])(=[O:30])=[O:29]. The catalyst class is: 17.